From a dataset of Catalyst prediction with 721,799 reactions and 888 catalyst types from USPTO. Predict which catalyst facilitates the given reaction. (1) Reactant: [N:1]([O-])=O.[Na+].[CH3:5][C:6]1[CH:12]=[CH:11][C:10]([Br:13])=[CH:9][C:7]=1[NH2:8].[F:14][B-:15]([F:18])([F:17])[F:16].[H+]. Product: [F:14][B-:15]([F:18])([F:17])[F:16].[Br:13][C:10]1[CH:11]=[CH:12][C:6]([CH3:5])=[C:7]([N+:8]#[N:1])[CH:9]=1. The catalyst class is: 6. (2) Reactant: Cl[CH:2]([CH2:5][CH2:6][CH2:7][CH2:8][CH2:9][CH2:10][CH2:11][CH2:12][CH2:13][CH3:14])[CH:3]=[O:4].[O:15]=[C:16](/[CH:22]=[CH:23]/[C:24]1[CH:29]=[CH:28][C:27]([CH3:30])=[CH:26][CH:25]=1)[C:17]([O:19][CH2:20][CH3:21])=[O:18]. Product: [CH2:5]([C@@H:2]1[C:3](=[O:4])[O:15][C:16]([C:17]([O:19][CH2:20][CH3:21])=[O:18])=[CH:22][C@@H:23]1[C:24]1[CH:25]=[CH:26][C:27]([CH3:30])=[CH:28][CH:29]=1)[CH2:6][CH2:7][CH2:8][CH2:9][CH2:10][CH2:11][CH2:12][CH2:13][CH3:14]. The catalyst class is: 22. (3) Reactant: C([O:8][C:9]1[CH:14]=[CH:13][C:12]([N:15]([CH3:66])[C:16]([C:18]2[CH:19]=[C:20]([C:27]3[CH:28]=[C:29]4[C:34](=[CH:35][C:36]=3[C:37]([N:39]3[C@H:48]([CH3:49])[CH2:47][C:46]5[C:41](=[CH:42][CH:43]=[CH:44][CH:45]=5)[CH2:40]3)=[O:38])[CH2:33][N:32]([C:50](=[O:65])[CH2:51][C:52]3[CH:57]=[CH:56][CH:55]=[C:54]([N:58]5[CH2:63][CH2:62][N:61]([CH3:64])[CH2:60][CH2:59]5)[CH:53]=3)[CH2:31][CH2:30]4)[N:21]3[C:26]=2[CH2:25][CH2:24][CH2:23][CH2:22]3)=[O:17])=[CH:11][CH:10]=1)C1C=CC=CC=1. Product: [OH:8][C:9]1[CH:10]=[CH:11][C:12]([N:15]([CH3:66])[C:16]([C:18]2[CH:19]=[C:20]([C:27]3[CH:28]=[C:29]4[C:34](=[CH:35][C:36]=3[C:37]([N:39]3[C@H:48]([CH3:49])[CH2:47][C:46]5[C:41](=[CH:42][CH:43]=[CH:44][CH:45]=5)[CH2:40]3)=[O:38])[CH2:33][N:32]([C:50](=[O:65])[CH2:51][C:52]3[CH:57]=[CH:56][CH:55]=[C:54]([N:58]5[CH2:59][CH2:60][N:61]([CH3:64])[CH2:62][CH2:63]5)[CH:53]=3)[CH2:31][CH2:30]4)[N:21]3[C:26]=2[CH2:25][CH2:24][CH2:23][CH2:22]3)=[O:17])=[CH:13][CH:14]=1. The catalyst class is: 29.